This data is from Forward reaction prediction with 1.9M reactions from USPTO patents (1976-2016). The task is: Predict the product of the given reaction. Given the reactants C(O)(=O)C.[Cl:5][C:6]1[C:29]([Cl:30])=[CH:28][CH:27]=[CH:26][C:7]=1[CH2:8][C:9]1[C:10]([CH3:25])=[N:11][N:12]2[C:17](=[O:18])[CH:16]=[C:15]([C:19]3[CH:24]=[CH:23][N:22]=[CH:21][CH:20]=3)[NH:14][C:13]=12.C(=O)(O)[O-].[Na+], predict the reaction product. The product is: [Cl:5][C:6]1[C:29]([Cl:30])=[CH:28][CH:27]=[CH:26][C:7]=1[CH2:8][C:9]1[C:10]([CH3:25])=[N:11][N:12]2[C:17]([OH:18])=[CH:16][C:15]([C:19]3[CH:20]=[CH:21][N:22]=[CH:23][CH:24]=3)=[N:14][C:13]=12.